From a dataset of Experimentally validated miRNA-target interactions with 360,000+ pairs, plus equal number of negative samples. Binary Classification. Given a miRNA mature sequence and a target amino acid sequence, predict their likelihood of interaction. (1) The miRNA is hsa-miR-4520-3p with sequence UUGGACAGAAAACACGCAGGAA. The protein sequence of the target gene is MQVPVGSRLVLALAFVLVWGSSVQGYPARRARYQWVRCKPNGFFANCIEEKGPQFDLIDESNNIGPPMNNPVLMEGPSKDFISNYDDYGSGSGSGSGSGSGSGSGSGSGFLGDMEWEYQPTDESNIVYFNYKPFDRILTEQNQDQPEDDFII. Result: 0 (no interaction). (2) The protein sequence of the target gene is MKQSSNVPAFLSKLWTLVEETHTNEFITWSQNGQSFLVLDEQRFAKEILPKYFKHNNMASFVRQLNMYGFRKVVHIESGIIKQERDGPVEFQHPYFKQGQDDLLENIKRKVSSSKPEENKIRQEDLTKIISSAQKVQIKQETIESRLSELKSENESLWKEVSELRAKHAQQQQVIRKIVQFIVTLVQNNQLVSLKRKRPLLLNTNGAPKKNLYQHIVKEPTDNHHHKVPHSRTEGLKSRERISDDIIIYDVTDDNVDEENIPVIPETNEDVVVDSSNQYPDIVIVEDDNEDEYAPVIQSG.... Result: 0 (no interaction). The miRNA is rno-miR-17-5p with sequence CAAAGUGCUUACAGUGCAGGUAG.